This data is from Peptide-MHC class II binding affinity with 134,281 pairs from IEDB. The task is: Regression. Given a peptide amino acid sequence and an MHC pseudo amino acid sequence, predict their binding affinity value. This is MHC class II binding data. (1) The peptide sequence is ECQVQTAVDFGNSYI. The MHC is DRB1_0404 with pseudo-sequence DRB1_0404. The binding affinity (normalized) is 0.339. (2) The peptide sequence is EKKYFAATQFTPLAA. The MHC is HLA-DQA10101-DQB10501 with pseudo-sequence HLA-DQA10101-DQB10501. The binding affinity (normalized) is 0.307. (3) The peptide sequence is SRWSSPDNVKPIYIV. The MHC is HLA-DQA10301-DQB10302 with pseudo-sequence HLA-DQA10301-DQB10302. The binding affinity (normalized) is 0.137. (4) The peptide sequence is RDKFLANVSTVLTGK. The MHC is DRB1_0701 with pseudo-sequence DRB1_0701. The binding affinity (normalized) is 0.763. (5) The peptide sequence is ALSRVHSMFLGTGGS. The MHC is DRB1_1501 with pseudo-sequence DRB1_1501. The binding affinity (normalized) is 0.150. (6) The peptide sequence is GELQIVDKIDQAFKI. The MHC is DRB1_0701 with pseudo-sequence DRB1_0701. The binding affinity (normalized) is 0.790. (7) The peptide sequence is SQDLELSWNLNGLQAW. The MHC is HLA-DQA10301-DQB10302 with pseudo-sequence HLA-DQA10301-DQB10302. The binding affinity (normalized) is 0.687. (8) The MHC is DRB1_0802 with pseudo-sequence DRB1_0802. The binding affinity (normalized) is 0.160. The peptide sequence is KYFAATQFEPLAARL.